This data is from Forward reaction prediction with 1.9M reactions from USPTO patents (1976-2016). The task is: Predict the product of the given reaction. (1) Given the reactants [CH3:1][NH:2][C:3]([C:5]1[C:29]([F:30])=[CH:28][C:8]2[N:9]([CH:13]3[CH2:19][CH:18]4[N:20](CC5C=CC=CC=5)[CH:15]([CH2:16][CH2:17]4)[CH2:14]3)[C:10](=[O:12])[NH:11][C:7]=2[CH:6]=1)=[O:4].C([O-])=O.[NH4+], predict the reaction product. The product is: [CH3:1][NH:2][C:3]([C:5]1[C:29]([F:30])=[CH:28][C:8]2[N:9]([CH:13]3[CH2:19][CH:18]4[NH:20][CH:15]([CH2:16][CH2:17]4)[CH2:14]3)[C:10](=[O:12])[NH:11][C:7]=2[CH:6]=1)=[O:4]. (2) Given the reactants [C:1]([O:5][C:6]([N:8]1[CH2:13][CH2:12][CH:11]([C:14]2[O:23][C:17]3=[CH:18][N:19]=[C:20](Cl)[CH:21]=[C:16]3[CH:15]=2)[CH2:10][CH2:9]1)=[O:7])([CH3:4])([CH3:3])[CH3:2].[N:24]1[CH:29]=[CH:28][C:27](B(O)O)=[CH:26][CH:25]=1, predict the reaction product. The product is: [C:1]([O:5][C:6]([N:8]1[CH2:13][CH2:12][CH:11]([C:14]2[O:23][C:17]3=[CH:18][N:19]=[C:20]([C:27]4[CH:28]=[CH:29][N:24]=[CH:25][CH:26]=4)[CH:21]=[C:16]3[CH:15]=2)[CH2:10][CH2:9]1)=[O:7])([CH3:4])([CH3:3])[CH3:2]. (3) Given the reactants [OH:1][CH:2]([CH2:20][C:21]1[CH:26]=[CH:25][CH:24]=[CH:23][CH:22]=1)[CH2:3][CH2:4][C@H:5]1[CH2:10][CH2:9][CH2:8][C:7](=[O:11])[N:6]1[CH2:12][CH2:13][CH2:14][CH2:15][O:16][CH2:17][C:18]#[N:19].[H][H], predict the reaction product. The product is: [NH2:19][CH2:18][CH2:17][O:16][CH2:15][CH2:14][CH2:13][CH2:12][N:6]1[C@@H:5]([CH2:4][CH2:3][CH:2]([OH:1])[CH2:20][C:21]2[CH:22]=[CH:23][CH:24]=[CH:25][CH:26]=2)[CH2:10][CH2:9][CH2:8][C:7]1=[O:11]. (4) Given the reactants C(O[C:4]([C:6]1[N:7]=[N:8][C:9]([O:12][CH2:13][C:14]2[C:15]([C:20]3[CH:25]=[CH:24][N:23]=[CH:22][CH:21]=3)=[N:16][O:17][C:18]=2[CH3:19])=[CH:10][CH:11]=1)=[O:5])C.[NH2:26][CH:27]1[CH2:32][CH2:31][O:30][CH2:29][CH2:28]1, predict the reaction product. The product is: [O:30]1[CH2:31][CH2:32][CH:27]([NH:26][C:4]([C:6]2[N:7]=[N:8][C:9]([O:12][CH2:13][C:14]3[C:15]([C:20]4[CH:25]=[CH:24][N:23]=[CH:22][CH:21]=4)=[N:16][O:17][C:18]=3[CH3:19])=[CH:10][CH:11]=2)=[O:5])[CH2:28][CH2:29]1. (5) Given the reactants [F:1][C:2]([F:25])([F:24])[C:3]1[CH:4]=[C:5]([CH:21]=[CH:22][CH:23]=1)[O:6][C:7]1[CH:12]=[CH:11][C:10]([NH:13][NH:14][C:15]([O:17][CH:18]([CH3:20])[CH3:19])=[O:16])=[CH:9][CH:8]=1.[CH3:26]I, predict the reaction product. The product is: [CH3:26][N:13]([C:10]1[CH:11]=[CH:12][C:7]([O:6][C:5]2[CH:21]=[CH:22][CH:23]=[C:3]([C:2]([F:24])([F:25])[F:1])[CH:4]=2)=[CH:8][CH:9]=1)[NH:14][C:15]([O:17][CH:18]([CH3:20])[CH3:19])=[O:16]. (6) Given the reactants [F:1][C:2]([CH3:28])([CH3:27])[CH2:3][N:4]1[CH2:9][CH2:8][CH:7]([CH2:10][O:11][C:12]2[CH:17]=[CH:16][C:15]([C:18]3[CH:23]=[CH:22][C:21]([C:24](O)=[O:25])=[CH:20][CH:19]=3)=[CH:14][CH:13]=2)[CH2:6][CH2:5]1.[NH4+].[Cl-].C(Cl)CCl.C1C=CC2N(O)N=[N:41]C=2C=1.CCN(C(C)C)C(C)C, predict the reaction product. The product is: [F:1][C:2]([CH3:28])([CH3:27])[CH2:3][N:4]1[CH2:9][CH2:8][CH:7]([CH2:10][O:11][C:12]2[CH:17]=[CH:16][C:15]([C:18]3[CH:23]=[CH:22][C:21]([C:24]([NH2:41])=[O:25])=[CH:20][CH:19]=3)=[CH:14][CH:13]=2)[CH2:6][CH2:5]1. (7) Given the reactants [C:1]([C:3]1[CH:4]=[CH:5][C:6]([OH:38])=[C:7]([S:9]([NH:12][CH2:13][CH2:14][C:15]2[CH:20]=[CH:19][C:18]([C:21]3[CH:26]=[CH:25][CH:24]=[CH:23][C:22]=3[S:27]([CH3:30])(=[O:29])=[O:28])=[CH:17][C:16]=2[O:31][CH2:32][C:33]([O:35]CC)=[O:34])(=[O:11])=[O:10])[CH:8]=1)#[N:2].[OH-].[Na+].Cl, predict the reaction product. The product is: [C:1]([C:3]1[CH:4]=[CH:5][C:6]([OH:38])=[C:7]([S:9]([NH:12][CH2:13][CH2:14][C:15]2[CH:20]=[CH:19][C:18]([C:21]3[CH:26]=[CH:25][CH:24]=[CH:23][C:22]=3[S:27]([CH3:30])(=[O:29])=[O:28])=[CH:17][C:16]=2[O:31][CH2:32][C:33]([OH:35])=[O:34])(=[O:10])=[O:11])[CH:8]=1)#[N:2]. (8) Given the reactants [Br:1][C:2]1[CH:3]=[C:4]([CH:8]([OH:13])[C:9]([F:12])([F:11])[F:10])[CH:5]=[N:6][CH:7]=1.[C:14](OC(=O)C)(=[O:16])[CH3:15], predict the reaction product. The product is: [C:14]([O:13][CH:8]([C:4]1[CH:5]=[N:6][CH:7]=[C:2]([Br:1])[CH:3]=1)[C:9]([F:10])([F:11])[F:12])(=[O:16])[CH3:15]. (9) Given the reactants [CH3:1]C(C)([O-])C.[K+].[F:7][C:8]1[CH:13]=[C:12]([CH:14]=O)[CH:11]=[C:10]([F:16])[C:9]=1[C:17]1[N:22]=[C:21]([C:23]([NH:25][C:26]2[CH:27]=[N:28][CH:29]=[CH:30][C:31]=2[C@@H:32]2[CH2:37][C@H:36]([CH3:38])[CH2:35][C@H:34]([NH:39][C:40](=[O:46])[O:41][C:42]([CH3:45])([CH3:44])[CH3:43])[CH2:33]2)=[O:24])[CH:20]=[CH:19][C:18]=1[F:47], predict the reaction product. The product is: [F:16][C:10]1[CH:11]=[C:12]([CH:14]=[CH2:1])[CH:13]=[C:8]([F:7])[C:9]=1[C:17]1[N:22]=[C:21]([C:23]([NH:25][C:26]2[CH:27]=[N:28][CH:29]=[CH:30][C:31]=2[C@@H:32]2[CH2:37][C@H:36]([CH3:38])[CH2:35][C@H:34]([NH:39][C:40](=[O:46])[O:41][C:42]([CH3:44])([CH3:43])[CH3:45])[CH2:33]2)=[O:24])[CH:20]=[CH:19][C:18]=1[F:47].